Predict which catalyst facilitates the given reaction. From a dataset of Catalyst prediction with 721,799 reactions and 888 catalyst types from USPTO. Reactant: [CH2:1]([O:3][C:4](=[O:19])/[C:5](/[CH3:18])=[CH:6]/[C@@H:7]1[CH2:15][CH2:14][C:13]([CH3:16])=[C:12]2[C@@H:8]1[C@@H:9]([OH:17])[CH2:10][CH2:11]2)[CH3:2].[H][H]. Product: [CH2:1]([O:3][C:4](=[O:19])/[C:5](/[CH3:18])=[CH:6]/[C@@H:7]1[CH2:15][CH2:14][C@@H:13]([CH3:16])[C@@H:12]2[C@@H:8]1[C@@H:9]([OH:17])[CH2:10][CH2:11]2)[CH3:2]. The catalyst class is: 2.